From a dataset of Forward reaction prediction with 1.9M reactions from USPTO patents (1976-2016). Predict the product of the given reaction. (1) Given the reactants Br[C:2]1[CH:11]=[CH:10][C:5]([C:6]([NH:8][CH3:9])=[O:7])=[CH:4][N:3]=1.C[Sn](C)C.C[Sn](C)C.Br[C:21]1[CH:22]=[N:23][N:24]2[CH:29]=[CH:28][C:27]([C:30]([N:32]([C:36]3[CH:41]=[CH:40][C:39]([C:42]#[N:43])=[CH:38][CH:37]=3)[CH:33]3[CH2:35][CH2:34]3)=[O:31])=[CH:26][C:25]=12, predict the reaction product. The product is: [C:42]([C:39]1[CH:40]=[CH:41][C:36]([N:32]([CH:33]2[CH2:35][CH2:34]2)[C:30]([C:27]2[CH:28]=[CH:29][N:24]3[N:23]=[CH:22][C:21]([C:2]4[CH:11]=[CH:10][C:5]([C:6](=[O:7])[NH:8][CH3:9])=[CH:4][N:3]=4)=[C:25]3[CH:26]=2)=[O:31])=[CH:37][CH:38]=1)#[N:43]. (2) Given the reactants ClC(Cl)(O[C:5](=[O:11])OC(Cl)(Cl)Cl)Cl.[O:13]1[CH2:18][CH2:17][N:16]([C:19]2[CH:24]=[CH:23][C:22]([C:25]3[C:33]4[C:28](=[CH:29][CH:30]=[C:31]([NH2:34])[CH:32]=4)[N:27](C4CCCCO4)[N:26]=3)=[CH:21][CH:20]=2)[CH2:15][CH2:14]1.CCN(C(C)C)C(C)C.[CH2:50]([NH:52][C:53]1[CH:58]=[CH:57][CH:56]=[CH:55][CH:54]=1)[CH3:51], predict the reaction product. The product is: [CH2:50]([N:52]([C:53]1[CH:58]=[CH:57][CH:56]=[CH:55][CH:54]=1)[C:5]([NH:34][C:31]1[CH:32]=[C:33]2[C:28](=[CH:29][CH:30]=1)[NH:27][N:26]=[C:25]2[C:22]1[CH:21]=[CH:20][C:19]([N:16]2[CH2:15][CH2:14][O:13][CH2:18][CH2:17]2)=[CH:24][CH:23]=1)=[O:11])[CH3:51]. (3) Given the reactants [Cl:1][C:2]1[C:7]([C:8]([C:10]2[NH:14][CH:13]=[C:12]([S:15](Cl)(=[O:17])=[O:16])[CH:11]=2)=[O:9])=[CH:6][CH:5]=[CH:4][N:3]=1.[O-]S([O-])=O.[Na+].[Na+].[Cl:25][C:26]1[CH:33]=[CH:32][C:29]([CH2:30]Br)=[CH:28][CH:27]=1, predict the reaction product. The product is: [Cl:25][C:26]1[CH:33]=[CH:32][C:29]([CH2:30][S:15]([C:12]2[CH:11]=[C:10]([C:8]([C:7]3[C:2]([Cl:1])=[N:3][CH:4]=[CH:5][CH:6]=3)=[O:9])[NH:14][CH:13]=2)(=[O:17])=[O:16])=[CH:28][CH:27]=1. (4) Given the reactants N[C@@H]1CCN(C2N=C3C(N=CN3[C@@H]3C[C@H](N4N=NC(CC)=N4)[C@@H](O)[C@H]3O)=C(NCC(C3C=CC=CC=3)C3C=CC=CC=3)N=2)C1.[ClH:45].[C:46]1([CH:52]([C:94]2[CH:99]=[CH:98][CH:97]=[CH:96][CH:95]=2)[CH2:53][NH:54][C:55]2[N:63]=[C:62]([N:64]3[CH2:68][CH2:67][C@@H:66]([NH:69][C:70](NCC4C=CC=CN=4)=[O:71])[CH2:65]3)[N:61]=[C:60]3[C:56]=2[N:57]=[CH:58][N:59]3[C@@H:80]2[CH2:84][C@H:83]([N:85]3[N:89]=[N:88][C:87]([CH2:90][CH3:91])=[N:86]3)[C@@H:82]([OH:92])[C@H:81]2[OH:93])[CH:51]=[CH:50][CH:49]=[CH:48][CH:47]=1.[CH3:100][O:101][C:102](=[O:111])[C:103]1[CH:108]=[CH:107][C:106]([CH2:109][NH2:110])=[CH:105][CH:104]=1, predict the reaction product. The product is: [ClH:45].[CH3:100][O:101][C:102](=[O:111])[C:103]1[CH:108]=[CH:107][C:106]([CH2:109][NH:110][C:70]([NH:69][C@@H:66]2[CH2:67][CH2:68][N:64]([C:62]3[N:61]=[C:60]4[C:56]([N:57]=[CH:58][N:59]4[C@@H:80]4[CH2:84][C@H:83]([N:85]5[N:89]=[N:88][C:87]([CH2:90][CH3:91])=[N:86]5)[C@@H:82]([OH:92])[C@H:81]4[OH:93])=[C:55]([NH:54][CH2:53][CH:52]([C:94]4[CH:95]=[CH:96][CH:97]=[CH:98][CH:99]=4)[C:46]4[CH:47]=[CH:48][CH:49]=[CH:50][CH:51]=4)[N:63]=3)[CH2:65]2)=[O:71])=[CH:105][CH:104]=1. (5) Given the reactants [C:1]([O:7][CH3:8])(=[O:6])[CH2:2][C:3]([CH3:5])=O.[Cl:9][C:10]1[CH:17]=[CH:16][CH:15]=[CH:14][C:11]=1[CH:12]=O.[NH4+:18].[OH-:19], predict the reaction product. The product is: [Cl:9][C:10]1[CH:17]=[CH:16][CH:15]=[CH:14][C:11]=1[CH:12]1[C:2]([C:1]([O:7][CH3:8])=[O:6])=[C:3]([CH3:5])[NH:18][C:3]([CH3:5])=[C:2]1[C:1]([O:7][CH3:8])=[O:19]. (6) Given the reactants C[C:2](C)([O-:4])C.[K+].[C:7](=[C:10]1[CH2:15][CH2:14][C:13](=O)[CH2:12][CH2:11]1)([CH3:9])[CH3:8].[I-].C[S+](C)(C)=O, predict the reaction product. The product is: [C:7](=[C:10]1[CH2:15][CH2:14][CH2:13][CH2:12][C:11]21[O:4][CH2:2]2)([CH3:9])[CH3:8]. (7) Given the reactants [ClH:1].[O:2]1[C@@H:14]2[C@@:15]34[CH2:17][CH2:18][NH:19][C@@H:9]([C@:10]3([O:21][CH2:22][CH2:23][CH2:24][C:25]3[CH:30]=[CH:29][CH:28]=[CH:27][CH:26]=3)[CH2:11][CH2:12][C:13]2=[O:20])[CH2:8][C:7]2=[C:16]4[C:3]1=[C:4]([O:31][CH3:32])[CH:5]=[CH:6]2.C(=O)([O-])[O-].[K+].[K+].[CH2:39](Br)[CH:40]=[CH2:41], predict the reaction product. The product is: [Cl:1][OH:2].[CH2:41]([N:19]1[CH2:18][CH2:17][C@:15]23[C:16]4[C:3]5[O:2][C@H:14]2[C:13](=[O:20])[CH2:12][CH2:11][C@@:10]3([O:21][CH2:22][CH2:23][CH2:24][C:25]2[CH:26]=[CH:27][CH:28]=[CH:29][CH:30]=2)[C@H:9]1[CH2:8][C:7]=4[CH:6]=[CH:5][C:4]=5[O:31][CH3:32])[CH:40]=[CH2:39]. (8) Given the reactants FC(F)(F)C(O)=O.C([O:12][C:13](=[O:42])[CH2:14][CH2:15][CH2:16][O:17][C:18]1[CH:23]=[CH:22][C:21]([C:24]([N:26]2[CH2:35][C:34]3[CH:33]=[N:32][N:31]([CH3:36])[C:30]=3[NH:29][C:28]3[CH:37]=[CH:38][CH:39]=[CH:40][C:27]2=3)=[O:25])=[CH:20][C:19]=1[CH3:41])(C)(C)C, predict the reaction product. The product is: [CH3:41][C:19]1[CH:20]=[C:21]([C:24]([N:26]2[CH2:35][C:34]3[CH:33]=[N:32][N:31]([CH3:36])[C:30]=3[NH:29][C:28]3[CH:37]=[CH:38][CH:39]=[CH:40][C:27]2=3)=[O:25])[CH:22]=[CH:23][C:18]=1[O:17][CH2:16][CH2:15][CH2:14][C:13]([OH:42])=[O:12].